Dataset: Forward reaction prediction with 1.9M reactions from USPTO patents (1976-2016). Task: Predict the product of the given reaction. (1) Given the reactants [C:1]([C:5]1[CH:28]=[CH:27][C:8]([C:9]([NH:11][C:12]2[CH:17]=[CH:16][CH:15]=[C:14]([C:18]3[CH:23]=[CH:22][N:21]=[C:20]([O:24]C)[CH:19]=3)[C:13]=2[CH3:26])=[O:10])=[CH:7][CH:6]=1)([CH3:4])([CH3:3])[CH3:2].P(Br)(Br)Br.C([O-])(O)=O.[Na+], predict the reaction product. The product is: [C:1]([C:5]1[CH:28]=[CH:27][C:8]([C:9]([NH:11][C:12]2[CH:17]=[CH:16][CH:15]=[C:14]([C:18]3[CH:23]=[CH:22][NH:21][C:20](=[O:24])[CH:19]=3)[C:13]=2[CH3:26])=[O:10])=[CH:7][CH:6]=1)([CH3:4])([CH3:2])[CH3:3]. (2) Given the reactants [O:1]=[C:2]([C:22]1[S:23][C:24]([C:27]2[CH:32]=[CH:31][C:30]([C:33]([F:36])([F:35])[F:34])=[CH:29][CH:28]=2)=[CH:25][CH:26]=1)[CH2:3][CH2:4][C:5]1[CH:21]=[CH:20][C:8]([O:9][CH:10]([CH2:18][CH3:19])[C:11]([O:13]C(C)(C)C)=[O:12])=[CH:7][CH:6]=1.FC(F)(F)C(O)=O, predict the reaction product. The product is: [O:1]=[C:2]([C:22]1[S:23][C:24]([C:27]2[CH:28]=[CH:29][C:30]([C:33]([F:36])([F:34])[F:35])=[CH:31][CH:32]=2)=[CH:25][CH:26]=1)[CH2:3][CH2:4][C:5]1[CH:21]=[CH:20][C:8]([O:9][CH:10]([CH2:18][CH3:19])[C:11]([OH:13])=[O:12])=[CH:7][CH:6]=1. (3) Given the reactants [CH:1]([C:4]1[CH:9]=[CH:8][C:7]([C:10]2[C:14]3[C:15]([CH3:32])=[C:16]([N:21]4[C:29](=O)[C:28]5[C:23](=[CH:24][CH:25]=[CH:26][CH:27]=5)[C:22]4=O)[C:17]([CH3:20])=[C:18]([CH3:19])[C:13]=3[O:12][C:11]=2[CH3:33])=[CH:6][CH:5]=1)([CH3:3])[CH3:2], predict the reaction product. The product is: [CH:1]([C:4]1[CH:9]=[CH:8][C:7]([C:10]2[C:14]3[C:15]([CH3:32])=[C:16]([N:21]4[CH2:22][C:23]5[C:28](=[CH:27][CH:26]=[CH:25][CH:24]=5)[CH2:29]4)[C:17]([CH3:20])=[C:18]([CH3:19])[C:13]=3[O:12][C:11]=2[CH3:33])=[CH:6][CH:5]=1)([CH3:3])[CH3:2]. (4) Given the reactants [I:1][C:2]1[CH:10]=[CH:9][C:5]([C:6](Cl)=[O:7])=[CH:4][CH:3]=1.[F:11][C:12]1[CH:17]=[CH:16][C:15]([C:18]2[N:22]=[C:21]([NH2:23])[S:20][N:19]=2)=[CH:14][C:13]=1[C:24]([F:27])([F:26])[F:25], predict the reaction product. The product is: [F:11][C:12]1[CH:17]=[CH:16][C:15]([C:18]2[N:22]=[C:21]([NH:23][C:6](=[O:7])[C:5]3[CH:9]=[CH:10][C:2]([I:1])=[CH:3][CH:4]=3)[S:20][N:19]=2)=[CH:14][C:13]=1[C:24]([F:25])([F:26])[F:27]. (5) Given the reactants [CH2:1]([N:8]1[C:13](=[O:14])[CH:12]=[CH:11][C:10]([C:15]2[S:19][C:18]([C:20](OCC)=[O:21])=[N:17][C:16]=2[C:25]2[CH:30]=[CH:29][CH:28]=[CH:27][CH:26]=2)=[N:9]1)[C:2]1[CH:7]=[CH:6][CH:5]=[CH:4][CH:3]=1.[CH2:31]([NH2:34])[CH2:32][CH3:33], predict the reaction product. The product is: [CH2:1]([N:8]1[C:13](=[O:14])[CH:12]=[CH:11][C:10]([C:15]2[S:19][C:18]([C:20]([NH:34][CH2:31][CH2:32][CH3:33])=[O:21])=[N:17][C:16]=2[C:25]2[CH:30]=[CH:29][CH:28]=[CH:27][CH:26]=2)=[N:9]1)[C:2]1[CH:7]=[CH:6][CH:5]=[CH:4][CH:3]=1.